This data is from Full USPTO retrosynthesis dataset with 1.9M reactions from patents (1976-2016). The task is: Predict the reactants needed to synthesize the given product. The reactants are: [CH3:1][O:2][C:3](=[O:23])[C:4]1[CH:9]=[CH:8][C:7]([O:10][CH3:11])=[C:6]([NH:12][C:13](=[NH:22])[C:14]2[CH:19]=[CH:18][C:17]([F:20])=[CH:16][C:15]=2[F:21])[CH:5]=1.[O-]Cl.[Na+]. Given the product [CH3:1][O:2][C:3]([C:4]1[C:5]2[N:22]=[C:13]([C:14]3[CH:19]=[CH:18][C:17]([F:20])=[CH:16][C:15]=3[F:21])[NH:12][C:6]=2[C:7]([O:10][CH3:11])=[CH:8][CH:9]=1)=[O:23], predict the reactants needed to synthesize it.